Dataset: TCR-epitope binding with 47,182 pairs between 192 epitopes and 23,139 TCRs. Task: Binary Classification. Given a T-cell receptor sequence (or CDR3 region) and an epitope sequence, predict whether binding occurs between them. (1) The epitope is VLAWLYAAV. The TCR CDR3 sequence is CSVKDLEGTGELFF. Result: 1 (the TCR binds to the epitope). (2) The epitope is ARMILMTHF. The TCR CDR3 sequence is CASNPGTGADEQYF. Result: 0 (the TCR does not bind to the epitope).